Dataset: Full USPTO retrosynthesis dataset with 1.9M reactions from patents (1976-2016). Task: Predict the reactants needed to synthesize the given product. (1) Given the product [Cl:38][C:33]1[CH:34]=[CH:35][CH:36]=[CH:37][C:32]=1[CH2:31][NH:30][C:26]1[CH:25]=[C:24]([C:23]2[C:18]3[C:19](=[N:20][C:15]([NH:14][CH:11]4[CH2:12][CH2:13][CH:8]([NH2:7])[CH2:9][CH2:10]4)=[N:16][CH:17]=3)[NH:21][N:22]=2)[CH:29]=[CH:28][CH:27]=1, predict the reactants needed to synthesize it. The reactants are: C(OC(=O)[NH:7][CH:8]1[CH2:13][CH2:12][CH:11]([NH:14][C:15]2[N:20]=[C:19]3[N:21](COCC[Si](C)(C)C)[N:22]=[C:23]([C:24]4[CH:29]=[CH:28][CH:27]=[C:26]([NH:30][CH2:31][C:32]5[CH:37]=[CH:36][CH:35]=[CH:34][C:33]=5[Cl:38])[CH:25]=4)[C:18]3=[CH:17][N:16]=2)[CH2:10][CH2:9]1)(C)(C)C.C(O)(C(F)(F)F)=O. (2) Given the product [NH2:1][CH:2]1[CH2:6][N:5]([C:9]2[CH:10]=[N:11][N:12]3[CH2:17][C@H:16]([CH3:18])[N:15]([C:19]([O:21][C:22]([CH3:23])([CH3:25])[CH3:24])=[O:20])[CH2:14][C:13]=23)[C:4](=[O:7])[CH2:3]1, predict the reactants needed to synthesize it. The reactants are: [NH2:1][CH:2]1[CH2:6][NH:5][C:4](=[O:7])[CH2:3]1.I[C:9]1[CH:10]=[N:11][N:12]2[CH2:17][C@H:16]([CH3:18])[N:15]([C:19]([O:21][C:22]([CH3:25])([CH3:24])[CH3:23])=[O:20])[CH2:14][C:13]=12.P([O-])([O-])([O-])=O.[K+].[K+].[K+].CN[C@@H]1CCCC[C@H]1NC. (3) Given the product [C:3]([O:12][C:11]([N:1]1[CH2:9][CH2:8][CH2:7][CH:3]([C:4]([OH:6])=[O:5])[CH2:2]1)=[O:14])([CH3:7])([CH3:4])[CH3:2], predict the reactants needed to synthesize it. The reactants are: [NH:1]1[CH2:9][CH2:8][CH2:7][CH:3]([C:4]([OH:6])=[O:5])[CH2:2]1.O.[C:11](=[O:14])([O-])[O-:12].[K+].[K+]. (4) The reactants are: [CH3:1][O:2][C:3]1[CH:23]=[CH:22][C:6]([CH2:7][N:8]2[C:12]3=[N:13][CH:14]=[C:15]4[C:19](=[O:20])[NH:18][C:17](=[O:21])[C:16]4=[C:11]3[CH:10]=[N:9]2)=[CH:5][CH:4]=1.[H-].[Na+].Br[CH2:27][CH2:28][C:29]1[CH:34]=[CH:33][CH:32]=[CH:31][CH:30]=1.O. Given the product [CH3:1][O:2][C:3]1[CH:4]=[CH:5][C:6]([CH2:7][N:8]2[C:12]3=[N:13][CH:14]=[C:15]4[C:19](=[O:20])[N:18]([CH2:27][CH2:28][C:29]5[CH:34]=[CH:33][CH:32]=[CH:31][CH:30]=5)[C:17](=[O:21])[C:16]4=[C:11]3[CH:10]=[N:9]2)=[CH:22][CH:23]=1, predict the reactants needed to synthesize it. (5) Given the product [NH2:38][C:11]1[CH:12]=[C:13]([N:15]2[C:19]3[CH:20]=[CH:21][C:22]([C:24]4[CH:25]=[N:26][N:27]([CH2:29][CH2:30][OH:31])[CH:28]=4)=[CH:23][C:18]=3[N:17]=[CH:16]2)[CH:14]=[C:9]([C:3]2[CH:4]=[CH:5][C:6]([F:8])=[CH:7][C:2]=2[F:1])[CH:10]=1, predict the reactants needed to synthesize it. The reactants are: [F:1][C:2]1[CH:7]=[C:6]([F:8])[CH:5]=[CH:4][C:3]=1[C:9]1[CH:14]=[C:13]([N:15]2[C:19]3[CH:20]=[CH:21][C:22]([C:24]4[CH:25]=[N:26][N:27]([CH2:29][CH2:30][O:31]C5CCCCO5)[CH:28]=4)=[CH:23][C:18]=3[N:17]=[CH:16]2)[CH:12]=[C:11]([NH:38]C(=O)C)[CH:10]=1.C(Cl)(=O)C. (6) Given the product [CH3:32][S:33]([O:24][CH2:23][C@H:20]1[CH2:21][CH2:22][C@@H:17]([CH2:16][N:8]([CH2:9][C:10]2[CH:11]=[CH:12][CH:13]=[CH:14][CH:15]=2)[CH2:1][C:2]2[CH:3]=[CH:4][CH:5]=[CH:6][CH:7]=2)[CH2:18][CH2:19]1)(=[O:35])=[O:34], predict the reactants needed to synthesize it. The reactants are: [CH2:1]([N:8]([CH2:16][C@@H:17]1[CH2:22][CH2:21][C@H:20]([CH2:23][OH:24])[CH2:19][CH2:18]1)[CH2:9][C:10]1[CH:15]=[CH:14][CH:13]=[CH:12][CH:11]=1)[C:2]1[CH:7]=[CH:6][CH:5]=[CH:4][CH:3]=1.C(N(CC)CC)C.[CH3:32][S:33](Cl)(=[O:35])=[O:34].C([O-])(O)=O.[Na+]. (7) The reactants are: CN(C(ON1N=NC2C=CC=NC1=2)=[N+](C)C)C.F[P-](F)(F)(F)(F)F.[F:25][C:26]1[CH:34]=[CH:33][C:29]([C:30]([OH:32])=O)=[C:28]([N+:35]([O-:37])=[O:36])[CH:27]=1.Cl.[NH2:39][C:40]1([C:47]([O:49][CH3:50])=[O:48])[CH2:46][CH2:45][CH2:44][CH2:43][CH2:42][CH2:41]1.C(N(C(C)C)CC)(C)C. Given the product [F:25][C:26]1[CH:34]=[CH:33][C:29]([C:30]([NH:39][C:40]2([C:47]([O:49][CH3:50])=[O:48])[CH2:46][CH2:45][CH2:44][CH2:43][CH2:42][CH2:41]2)=[O:32])=[C:28]([N+:35]([O-:37])=[O:36])[CH:27]=1, predict the reactants needed to synthesize it. (8) Given the product [CH3:8][CH:3]1[N:2]([CH3:1])[CH2:7][CH2:6][N:5]([C:10]2[CH:20]=[CH:19][C:13]([C:14]([O:16][CH2:17][CH3:18])=[O:15])=[CH:12][CH:11]=2)[CH2:4]1, predict the reactants needed to synthesize it. The reactants are: [CH3:1][N:2]1[CH2:7][CH2:6][NH:5][CH2:4][CH:3]1[CH3:8].F[C:10]1[CH:20]=[CH:19][C:13]([C:14]([O:16][CH2:17][CH3:18])=[O:15])=[CH:12][CH:11]=1.